From a dataset of Reaction yield outcomes from USPTO patents with 853,638 reactions. Predict the reaction yield, written as a fraction of the theoretical maximum amount of product (1.0 means a 100% yield; for example, 0.34 means a 34% yield). The reactants are [H-].[Na+].[CH:3]1([OH:10])[CH2:8][CH2:7]C(O)C=C1.[CH3:11]I.[CH2:13]1[CH2:17][O:16][CH2:15][CH2:14]1. No catalyst specified. The product is [CH3:15][O:16][CH:17]1[CH2:13][CH2:14][CH:3]([O:10][CH3:11])[CH:8]=[CH:7]1. The yield is 0.910.